Dataset: Forward reaction prediction with 1.9M reactions from USPTO patents (1976-2016). Task: Predict the product of the given reaction. (1) Given the reactants [C:1]1([CH:7]=[CH:8][CH:9]([OH:13])[CH2:10][C:11]#[CH:12])[CH:6]=[CH:5][CH:4]=[CH:3][CH:2]=1.N1C=CC=CC=1.[C:20](OC(=O)C)(=[O:22])[CH3:21], predict the reaction product. The product is: [C:20]([O:13][CH:9]([CH2:10][C:11]#[CH:12])[CH:8]=[CH:7][C:1]1[CH:6]=[CH:5][CH:4]=[CH:3][CH:2]=1)(=[O:22])[CH3:21]. (2) Given the reactants Br[C:2]1[C:7]([NH2:8])=[C:6]([CH:9]([O:12][CH3:13])[O:10][CH3:11])[C:5]([Cl:14])=[CH:4][N:3]=1.[CH3:15][NH:16][CH3:17].O, predict the reaction product. The product is: [Cl:14][C:5]1[C:6]([CH:9]([O:12][CH3:13])[O:10][CH3:11])=[C:7]([NH2:8])[C:2]([N:16]([CH3:17])[CH3:15])=[N:3][CH:4]=1. (3) Given the reactants FC1[CH:11]=[C:10]([C:12]2[N:17]=[C:16]3[N:18]([CH2:21][C:22]4[CH:23]=[C:24]5[C:29](=[CH:30][CH:31]=4)[N:28]=[CH:27][CH:26]=[CH:25]5)[N:19]=[N:20][C:15]3=[CH:14][CH:13]=2)[CH:9]=[CH:8][C:3]=1[C:4](NC)=[O:5].[F:32][C:33]([F:45])([F:44])OC1C=C(B(O)O)C=CC=1.C(=O)([O-])[O-].[K+].[K+].O, predict the reaction product. The product is: [F:32][C:33]([F:45])([F:44])[O:5][C:4]1[CH:11]=[C:10]([C:12]2[N:17]=[C:16]3[N:18]([CH2:21][C:22]4[CH:23]=[C:24]5[C:29](=[CH:30][CH:31]=4)[N:28]=[CH:27][CH:26]=[CH:25]5)[N:19]=[N:20][C:15]3=[CH:14][CH:13]=2)[CH:9]=[CH:8][CH:3]=1.